This data is from Reaction yield outcomes from USPTO patents with 853,638 reactions. The task is: Predict the reaction yield, written as a fraction of the theoretical maximum amount of product (1.0 means a 100% yield; for example, 0.34 means a 34% yield). (1) The reactants are Cl[CH2:2][CH2:3][C:4]([C:6]1[S:10][C:9]2[CH2:11][CH2:12][CH2:13][CH2:14][C:8]=2[CH:7]=1)=[O:5].S(=O)(=O)(O)O. No catalyst specified. The product is [CH2:2]1[C:7]2[C:8]3[CH2:14][CH2:13][CH2:12][CH2:11][C:9]=3[S:10][C:6]=2[C:4](=[O:5])[CH2:3]1. The yield is 0.470. (2) No catalyst specified. The yield is 0.800. The product is [OH:39][N:37]1[C:32]2[CH:33]=[CH:34][CH:35]=[CH:36][C:31]=2[C:12]2[C:11]([C:9]#[N:10])=[C:16]([S:17][CH3:40])[N:15]=[C:14]([C:18]3[CH:23]=[CH:22][C:21]([O:24][CH3:25])=[CH:20][CH:19]=3)[C:13]=2[C:26]1=[O:28]. The reactants are O.O.[Sn](Cl)(Cl)(Cl)Cl.Cl.[C:9]([C:11]1[C:16](=[S:17])[NH:15][C:14]([C:18]2[CH:23]=[CH:22][C:21]([O:24][CH3:25])=[CH:20][CH:19]=2)=[C:13]([C:26]([O:28]CC)=O)[C:12]=1[C:31]1[CH:36]=[CH:35][CH:34]=[CH:33][C:32]=1[N+:37]([O-:39])=O)#[N:10].[CH2:40](O)C. (3) The reactants are [Br:1][C:2]1[CH:7]=[CH:6][C:5]([N:8]=[C:9]=[S:10])=[C:4]([F:11])[CH:3]=1.Cl[C:13]1[C:18]([CH2:19][C:20]#[N:21])=[CH:17][CH:16]=[CH:15][N:14]=1.[H-].[Na+]. The yield is 0.0900. The catalyst is CS(C)=O. The product is [Br:1][C:2]1[CH:7]=[CH:6][C:5]([NH:8][C:9]2[S:10][C:13]3=[N:14][CH:15]=[CH:16][CH:17]=[C:18]3[C:19]=2[C:20]#[N:21])=[C:4]([F:11])[CH:3]=1. (4) The yield is 0.0400. The product is [CH:5]12[N:8]([C:14]3[C:15]4[C:20](=[CH:19][CH:18]=[CH:17][CH:16]=4)[C:11]([C:9]#[N:10])=[CH:12][CH:13]=3)[CH:1]([CH2:7][CH2:6]1)[CH2:2][CH2:3][CH2:4]2. The reactants are [CH:1]12[NH:8][CH:5]([CH2:6][CH2:7]1)[CH2:4][CH2:3][CH2:2]2.[C:9]([C:11]1[C:20]2[C:15](=[CH:16][CH:17]=[CH:18][CH:19]=2)[C:14](F)=[CH:13][CH:12]=1)#[N:10]. The catalyst is N1C=CC=CC=1. (5) The product is [ClH:1].[ClH:1].[N:20]1[CH:21]=[CH:22][CH:23]=[C:18]([N:15]2[CH2:16][CH2:17][C:13]3([NH:9][CH2:10][CH2:11][CH2:12]3)[CH2:14]2)[CH:19]=1. The catalyst is [Pd].CO. The yield is 0.882. The reactants are [ClH:1].C([N:9]1[C:13]2([CH2:17][CH2:16][N:15]([C:18]3[CH:19]=[N:20][CH:21]=[CH:22][CH:23]=3)[CH2:14]2)[CH2:12][CH2:11][CH2:10]1)C1C=CC=CC=1.